From a dataset of Reaction yield outcomes from USPTO patents with 853,638 reactions. Predict the reaction yield, written as a fraction of the theoretical maximum amount of product (1.0 means a 100% yield; for example, 0.34 means a 34% yield). (1) The reactants are [CH3:1][O:2][C:3]([C:5]1([C:8]2[CH:13]=[CH:12][C:11]([OH:14])=[C:10]([NH2:15])[CH:9]=2)[CH2:7][CH2:6]1)=[O:4].Cl[C:17](Cl)([O:19]C(=O)OC(Cl)(Cl)Cl)Cl.O. The catalyst is C1COCC1. The product is [CH3:1][O:2][C:3]([C:5]1([C:8]2[CH:13]=[CH:12][C:11]3[O:14][C:17](=[O:19])[NH:15][C:10]=3[CH:9]=2)[CH2:7][CH2:6]1)=[O:4]. The yield is 0.910. (2) The reactants are Cl[C:2]1[N:7]=[C:6]([C:8]2[CH:13]=[CH:12][CH:11]=[C:10]([CH:14]([O:17][CH3:18])[O:15][CH3:16])[CH:9]=2)[CH:5]=[CH:4][N:3]=1.[NH2:19][CH2:20][CH2:21][C:22]1[CH:27]=[CH:26][C:25]([OH:28])=[CH:24][CH:23]=1. No catalyst specified. The product is [CH3:16][O:15][CH:14]([O:17][CH3:18])[C:10]1[CH:9]=[C:8]([C:6]2[CH:5]=[CH:4][N:3]=[C:2]([NH:19][CH2:20][CH2:21][C:22]3[CH:27]=[CH:26][C:25]([OH:28])=[CH:24][CH:23]=3)[N:7]=2)[CH:13]=[CH:12][CH:11]=1. The yield is 0.350.